This data is from Full USPTO retrosynthesis dataset with 1.9M reactions from patents (1976-2016). The task is: Predict the reactants needed to synthesize the given product. (1) Given the product [F:1][C:2]1[CH:7]=[C:6]([C:8]([F:9])([F:10])[F:11])[CH:5]=[CH:4][C:3]=1[CH:12]1[CH2:17][C:16](=[O:18])[NH:15][C:14]([CH3:19])=[C:13]1[C:20]([NH:23][C:24]1[CH:25]=[C:26]2[C:30](=[C:31]([CH3:33])[CH:32]=1)[NH:29][N:28]=[CH:27]2)=[O:21], predict the reactants needed to synthesize it. The reactants are: [F:1][C:2]1[CH:7]=[C:6]([C:8]([F:11])([F:10])[F:9])[CH:5]=[CH:4][C:3]=1[CH:12]1[CH2:17][C:16](=[O:18])[NH:15][C:14]([CH3:19])=[C:13]1[C:20](O)=[O:21].[NH2:23][C:24]1[CH:25]=[C:26]2[C:30](=[C:31]([CH3:33])[CH:32]=1)[NH:29][N:28]=[CH:27]2.C(Cl)CCl.CCN(CC)CC. (2) Given the product [ClH:18].[CH3:17][S:14]([N:11]1[CH2:12][CH2:13][NH:8][CH2:9][CH2:10]1)(=[O:16])=[O:15], predict the reactants needed to synthesize it. The reactants are: C(OC([N:8]1[CH2:13][CH2:12][N:11]([S:14]([CH3:17])(=[O:16])=[O:15])[CH2:10][CH2:9]1)=O)(C)(C)C.[ClH:18]. (3) Given the product [CH:9]([NH:12][CH2:2][C:3]1([CH2:7][OH:8])[CH2:6][O:5][CH2:4]1)([CH3:11])[CH3:10], predict the reactants needed to synthesize it. The reactants are: Br[CH2:2][C:3]1([CH2:7][OH:8])[CH2:6][O:5][CH2:4]1.[CH:9]([NH2:12])([CH3:11])[CH3:10].[OH-].[K+]. (4) Given the product [CH3:25][O:24][C:20]1[CH:19]=[C:17]([NH:18][C:5](=[O:7])[C:4]2[CH:8]=[CH:9][C:10]([O:11][CH3:12])=[C:2]([OH:1])[CH:3]=2)[CH:16]=[C:15]([O:14][CH3:13])[C:21]=1[O:22][CH3:23], predict the reactants needed to synthesize it. The reactants are: [OH:1][C:2]1[CH:3]=[C:4]([CH:8]=[CH:9][C:10]=1[O:11][CH3:12])[C:5]([OH:7])=O.[CH3:13][O:14][C:15]1[CH:16]=[C:17]([CH:19]=[C:20]([O:24][CH3:25])[C:21]=1[O:22][CH3:23])[NH2:18]. (5) Given the product [Br:1][C:2]1[CH:3]=[CH:4][C:5]([O:25][C:32]([N:26]2[CH2:31][CH2:30][O:29][CH2:28][CH2:27]2)=[O:33])=[C:6]([CH:24]=1)[C:7]([NH:9][C:10]1[CH:15]=[C:14]([C:16]([F:19])([F:18])[F:17])[CH:13]=[CH:12][C:11]=1[C:20]([F:21])([F:22])[F:23])=[O:8], predict the reactants needed to synthesize it. The reactants are: [Br:1][C:2]1[CH:3]=[CH:4][C:5]([OH:25])=[C:6]([CH:24]=1)[C:7]([NH:9][C:10]1[CH:15]=[C:14]([C:16]([F:19])([F:18])[F:17])[CH:13]=[CH:12][C:11]=1[C:20]([F:23])([F:22])[F:21])=[O:8].[N:26]1([C:32](Cl)=[O:33])[CH2:31][CH2:30][O:29][CH2:28][CH2:27]1. (6) Given the product [F:39][C:40]([F:47])([F:46])[S:41]([O-:44])(=[O:43])=[O:42].[CH3:48][N:17]1[C:16]([S:19][C:20]([F:23])([F:22])[F:21])=[C:14]2[S:15][C:11]([C:8]3[C@H:9]([CH3:10])[C@@H:5]4[C@@H:4]([C@H:2]([OH:1])[CH3:3])[C:37](=[O:38])[N:6]4[C:7]=3[C:24]([O:26][CH2:27][C:28]3[CH:29]=[CH:30][C:31]([N+:34]([O-:36])=[O:35])=[CH:32][CH:33]=3)=[O:25])=[CH:12][N+:13]2=[CH:18]1, predict the reactants needed to synthesize it. The reactants are: [OH:1][C@@H:2]([C@H:4]1[C:37](=[O:38])[N:6]2[C:7]([C:24]([O:26][CH2:27][C:28]3[CH:33]=[CH:32][C:31]([N+:34]([O-:36])=[O:35])=[CH:30][CH:29]=3)=[O:25])=[C:8]([C:11]3[S:15][C:14]4=[C:16]([S:19][C:20]([F:23])([F:22])[F:21])[N:17]=[CH:18][N:13]4[CH:12]=3)[C@H:9]([CH3:10])[C@H:5]12)[CH3:3].[F:39][C:40]([F:47])([F:46])[S:41]([O:44]C)(=[O:43])=[O:42].[CH3:48]CCCCC.